Dataset: Reaction yield outcomes from USPTO patents with 853,638 reactions. Task: Predict the reaction yield, written as a fraction of the theoretical maximum amount of product (1.0 means a 100% yield; for example, 0.34 means a 34% yield). (1) The reactants are [F:1][C:2]1[CH:25]=[CH:24][C:5]2[N:6]=[C:7]([NH:9][C:10]3[CH:15]=[CH:14][C:13]([C:16]4[CH:20]=[C:19]([C:21]([NH2:23])=O)[O:18][N:17]=4)=[CH:12][CH:11]=3)[S:8][C:4]=2[CH:3]=1.COC1C=CC(P2(SP(C3C=CC(OC)=CC=3)(=S)S2)=[S:35])=CC=1. The catalyst is O1CCOCC1. The product is [F:1][C:2]1[CH:25]=[CH:24][C:5]2[N:6]=[C:7]([NH:9][C:10]3[CH:15]=[CH:14][C:13]([C:16]4[CH:20]=[C:19]([C:21](=[S:35])[NH2:23])[O:18][N:17]=4)=[CH:12][CH:11]=3)[S:8][C:4]=2[CH:3]=1. The yield is 0.800. (2) The reactants are [CH3:1][S:2]([C:5]1[CH:6]=[CH:7][C:8]([O:14][CH2:15][C:16]([F:22])([F:21])[C:17]([F:20])([F:19])[F:18])=[C:9]([CH:13]=1)[C:10](O)=[O:11])(=[O:4])=[O:3].FC(F)(F)C(O)=O.[F:30][C:31]([F:44])([F:43])[C:32]1[S:36][C:35]([N:37]2[CH2:42][CH2:41][NH:40][CH2:39][CH2:38]2)=[N:34][N:33]=1. No catalyst specified. The product is [CH3:1][S:2]([C:5]1[CH:6]=[CH:7][C:8]([O:14][CH2:15][C:16]([F:22])([F:21])[C:17]([F:19])([F:20])[F:18])=[C:9]([C:10]([N:40]2[CH2:39][CH2:38][N:37]([C:35]3[S:36][C:32]([C:31]([F:43])([F:30])[F:44])=[N:33][N:34]=3)[CH2:42][CH2:41]2)=[O:11])[CH:13]=1)(=[O:3])=[O:4]. The yield is 0.560.